Dataset: Reaction yield outcomes from USPTO patents with 853,638 reactions. Task: Predict the reaction yield, written as a fraction of the theoretical maximum amount of product (1.0 means a 100% yield; for example, 0.34 means a 34% yield). The reactants are [F:1][CH:2]([F:22])[C:3]1[NH:7][C:6]2[C:8]([C:18]([O:20][CH3:21])=[O:19])=[CH:9][C:10]([N:12]3[CH2:17][CH2:16][O:15][CH2:14][CH2:13]3)=[CH:11][C:5]=2[N:4]=1.C([O-])([O-])=O.[K+].[K+].Br[CH2:30][C:31]1[C:40]2[C:35](=[CH:36][CH:37]=[CH:38][CH:39]=2)[CH:34]=[CH:33][CH:32]=1. The catalyst is CN(C=O)C. The product is [F:22][CH:2]([F:1])[C:3]1[N:4]([CH2:30][C:31]2[C:40]3[C:35](=[CH:36][CH:37]=[CH:38][CH:39]=3)[CH:34]=[CH:33][CH:32]=2)[C:5]2[CH:11]=[C:10]([N:12]3[CH2:17][CH2:16][O:15][CH2:14][CH2:13]3)[CH:9]=[C:8]([C:18]([O:20][CH3:21])=[O:19])[C:6]=2[N:7]=1. The yield is 0.980.